This data is from Forward reaction prediction with 1.9M reactions from USPTO patents (1976-2016). The task is: Predict the product of the given reaction. (1) Given the reactants Cl.CCOCC.C[O:8][C:9]1[CH:10]=[C:11]2[C:16](=[CH:17][CH:18]=1)[C:15]([O:19][C:20]1[CH:25]=[CH:24][C:23]([O:26][CH2:27][CH2:28][N:29]3[CH2:34][CH2:33][CH2:32][CH2:31][CH2:30]3)=[CH:22][CH:21]=1)=[C:14]([O:35][S:36]([C:39]([F:42])([F:41])[F:40])(=[O:38])=[O:37])[CH:13]=[CH:12]2.B(Br)(Br)Br, predict the reaction product. The product is: [OH:8][C:9]1[CH:10]=[C:11]2[C:16](=[CH:17][CH:18]=1)[C:15]([O:19][C:20]1[CH:25]=[CH:24][C:23]([O:26][CH2:27][CH2:28][N:29]3[CH2:30][CH2:31][CH2:32][CH2:33][CH2:34]3)=[CH:22][CH:21]=1)=[C:14]([O:35][S:36]([C:39]([F:41])([F:42])[F:40])(=[O:38])=[O:37])[CH:13]=[CH:12]2. (2) Given the reactants C(Cl)Cl.O.[CH3:5][C:6]1[CH:7]=[N:8][C:9]([CH2:15][S+:16]([O-:28])[C:17]2[NH:18][C:19]3[CH:20]=[CH:21][C:22]([O:26][CH3:27])=[CH:23][C:24]=3[N:25]=2)=[C:10]([CH3:14])[C:11]=1[O:12][CH3:13].[Ca], predict the reaction product. The product is: [CH3:5][C:6]1[CH:7]=[N:8][C:9]([CH2:15][S+:16]([O-:28])[C:17]2[NH:18][C:19]3[CH:20]=[CH:21][C:22]([O:26][CH3:27])=[CH:23][C:24]=3[N:25]=2)=[C:10]([CH3:14])[C:11]=1[O:12][CH3:13]. (3) Given the reactants BrC1C=CC(Cl)=C(S(Cl)(=O)=O)C=1.[Cl:13][C:14]1[CH:15]=[CH:16][C:17]([C:24]([F:27])([F:26])[F:25])=[C:18]([S:20](Cl)(=[O:22])=[O:21])[CH:19]=1.[CH2:28]1[O:37][C:36]2[CH:35]=[CH:34][C:32]([NH2:33])=[CH:31][C:30]=2[O:29]1, predict the reaction product. The product is: [O:37]1[C:36]2[CH:35]=[CH:34][C:32]([NH:33][S:20]([C:18]3[CH:19]=[C:14]([Cl:13])[CH:15]=[CH:16][C:17]=3[C:24]([F:27])([F:26])[F:25])(=[O:22])=[O:21])=[CH:31][C:30]=2[O:29][CH2:28]1. (4) Given the reactants [CH2:1]([OH:4])[C:2]#[CH:3].[H-].[Al+3].[Li+].[H-].[H-].[H-].[CH2:11]([Sn:15](Cl)([CH2:20][CH2:21][CH2:22][CH3:23])[CH2:16][CH2:17][CH2:18][CH3:19])[CH2:12][CH2:13][CH3:14], predict the reaction product. The product is: [CH2:20]([Sn:15]([CH2:11][CH2:12][CH2:13][CH3:14])([CH2:16][CH2:17][CH2:18][CH3:19])/[CH:3]=[CH:2]\[CH2:1][OH:4])[CH2:21][CH2:22][CH3:23]. (5) The product is: [CH2:15]([O:8][C:6]1[CH:7]=[C:2]([Br:1])[C:3]([C:11]([CH3:14])([CH3:13])[CH3:12])=[CH:4][C:5]=1[O:9][CH3:10])[C:16]1[CH:21]=[CH:20][CH:19]=[CH:18][CH:17]=1. Given the reactants [Br:1][C:2]1[C:3]([C:11]([CH3:14])([CH3:13])[CH3:12])=[CH:4][C:5]([O:9][CH3:10])=[C:6]([OH:8])[CH:7]=1.[CH2:15](Br)[C:16]1[CH:21]=[CH:20][CH:19]=[CH:18][CH:17]=1.C([O-])([O-])=O.[K+].[K+], predict the reaction product. (6) The product is: [CH3:26][O:25][C:20]1[CH:21]=[C:22]2[C:17](=[CH:18][CH:19]=1)[CH:16]=[C:15]([N:10]1[CH2:11][CH2:12][N:8]([C:3]3[CH:4]=[N:5][CH:6]=[CH:7][C:2]=3[CH3:1])[C:9]1=[O:13])[CH:24]=[CH:23]2. Given the reactants [CH3:1][C:2]1[CH:7]=[CH:6][N:5]=[CH:4][C:3]=1[N:8]1[CH2:12][CH2:11][NH:10][C:9]1=[O:13].Br[C:15]1[CH:24]=[CH:23][C:22]2[C:17](=[CH:18][CH:19]=[C:20]([O:25][CH3:26])[CH:21]=2)[CH:16]=1.N[C@@H]1CCCC[C@H]1N.C(=O)([O-])[O-].[K+].[K+], predict the reaction product. (7) Given the reactants [H-].[Na+].[C:3](#[N:7])[CH2:4][C:5]#[N:6].[CH:8]1([C:14](Cl)=O)[CH2:13][CH2:12][CH2:11][CH2:10][CH2:9]1.COS(=O)(=O)OC.C(N(CC)CC)C.[CH3:31][NH:32][NH2:33], predict the reaction product. The product is: [NH2:6][C:5]1[N:32]([CH3:31])[N:33]=[C:14]([CH:8]2[CH2:13][CH2:12][CH2:11][CH2:10][CH2:9]2)[C:4]=1[C:3]#[N:7].